This data is from Full USPTO retrosynthesis dataset with 1.9M reactions from patents (1976-2016). The task is: Predict the reactants needed to synthesize the given product. Given the product [CH3:1][O:2][C:3]1[CH:8]=[CH:7][CH:6]=[C:5]([O:9][CH3:10])[C:4]=1[C:11]1[N:16]([CH2:17][C:18]2[CH:19]=[CH:20][C:21]([C:24]([CH3:26])([CH3:25])[CH3:27])=[CH:22][CH:23]=2)[C:15](=[O:28])[C:14]([C:48]([NH:49][CH2:65][C:66]([OH:68])=[O:67])=[O:53])=[C:13]([OH:29])[N:12]=1, predict the reactants needed to synthesize it. The reactants are: [CH3:1][O:2][C:3]1[CH:8]=[CH:7][CH:6]=[C:5]([O:9][CH3:10])[C:4]=1[C:11]1[N:16]([CH2:17][C:18]2[CH:23]=[CH:22][C:21]([C:24]([CH3:27])([CH3:26])[CH3:25])=[CH:20][CH:19]=2)[C:15](=[O:28])[CH:14]=[C:13]([OH:29])[N:12]=1.[Cl-].C[Al+]C.CCCCCC.C(C1C=CC([CH2:48][NH2:49])=CC=1)(C)(C)C.C[O:53]C1C=CC=C(OC)C=1C#N.C(OCC)(=O)[CH2:65][C:66]([O:68]CC)=[O:67].C[O-].[Na+].CO.